Task: Regression. Given a peptide amino acid sequence and an MHC pseudo amino acid sequence, predict their binding affinity value. This is MHC class II binding data.. Dataset: Peptide-MHC class II binding affinity with 134,281 pairs from IEDB (1) The peptide sequence is DRVLDILEAVKLIRK. The MHC is DRB1_1501 with pseudo-sequence DRB1_1501. The binding affinity (normalized) is 0.733. (2) The peptide sequence is PTPKIIEECEHLEDG. The MHC is DRB1_0404 with pseudo-sequence DRB1_0404. The binding affinity (normalized) is 0.187. (3) The peptide sequence is LWSPRERLVLTLGAA. The MHC is HLA-DQA10102-DQB10501 with pseudo-sequence HLA-DQA10102-DQB10501. The binding affinity (normalized) is 0.532. (4) The peptide sequence is CTSVVLLSVLQQLRV. The MHC is DRB1_0301 with pseudo-sequence DRB1_0301. The binding affinity (normalized) is 0.378.